From a dataset of NCI-60 drug combinations with 297,098 pairs across 59 cell lines. Regression. Given two drug SMILES strings and cell line genomic features, predict the synergy score measuring deviation from expected non-interaction effect. (1) Drug 1: CCC(=C(C1=CC=CC=C1)C2=CC=C(C=C2)OCCN(C)C)C3=CC=CC=C3.C(C(=O)O)C(CC(=O)O)(C(=O)O)O. Drug 2: C1CC(C1)(C(=O)O)C(=O)O.[NH2-].[NH2-].[Pt+2]. Cell line: UACC-257. Synergy scores: CSS=3.02, Synergy_ZIP=-1.83, Synergy_Bliss=-1.03, Synergy_Loewe=-1.97, Synergy_HSA=-0.810. (2) Synergy scores: CSS=32.0, Synergy_ZIP=3.47, Synergy_Bliss=3.75, Synergy_Loewe=3.34, Synergy_HSA=3.41. Cell line: DU-145. Drug 1: COC1=C(C=C2C(=C1)N=CN=C2NC3=CC(=C(C=C3)F)Cl)OCCCN4CCOCC4. Drug 2: CC1C(C(=O)NC(C(=O)N2CCCC2C(=O)N(CC(=O)N(C(C(=O)O1)C(C)C)C)C)C(C)C)NC(=O)C3=C4C(=C(C=C3)C)OC5=C(C(=O)C(=C(C5=N4)C(=O)NC6C(OC(=O)C(N(C(=O)CN(C(=O)C7CCCN7C(=O)C(NC6=O)C(C)C)C)C)C(C)C)C)N)C. (3) Drug 1: C1=CC(=CC=C1CCCC(=O)O)N(CCCl)CCCl. Drug 2: N.N.Cl[Pt+2]Cl. Cell line: CAKI-1. Synergy scores: CSS=36.7, Synergy_ZIP=-10.2, Synergy_Bliss=-5.90, Synergy_Loewe=-0.955, Synergy_HSA=-3.31.